Dataset: Forward reaction prediction with 1.9M reactions from USPTO patents (1976-2016). Task: Predict the product of the given reaction. (1) The product is: [O:1]1[C:6]2[CH:7]=[CH:8][C:9]([OH:21])=[CH:10][C:5]=2[O:4][CH2:3][CH2:2]1. Given the reactants [O:1]1[C:6]2[CH:7]=[CH:8][C:9](C=O)=[CH:10][C:5]=2[O:4][CH2:3][CH2:2]1.C1C=C(Cl)C=C(C(OO)=[O:21])C=1.C([O-])(O)=O.[Na+], predict the reaction product. (2) The product is: [CH3:1][O:2][C:3]1[CH:4]=[C:5]([S:9][CH2:11][CH2:12][CH2:13][N:14]2[C:18](=[O:19])[C:17]3[C:16](=[CH:23][CH:22]=[CH:21][CH:20]=3)[C:15]2=[O:24])[CH:6]=[CH:7][CH:8]=1. Given the reactants [CH3:1][O:2][C:3]1[CH:4]=[C:5]([SH:9])[CH:6]=[CH:7][CH:8]=1.Br[CH2:11][CH2:12][CH2:13][N:14]1[C:18](=[O:19])[C:17]2=[CH:20][CH:21]=[CH:22][CH:23]=[C:16]2[C:15]1=[O:24].C(=O)([O-])[O-].[K+].[K+], predict the reaction product. (3) The product is: [NH2:8][C:16]1[N:17]=[CH:18][C:19]([C:38]2[C:39]([C:41]3[CH:46]=[CH:45][N:44]=[C:43]([NH:47][CH2:48][CH2:49][C:50]#[N:51])[N:42]=3)=[CH:40][N:36]([CH2:35][CH:34]([F:53])[F:33])[N:37]=2)=[N:20][C:21]=1[O:22][CH3:23]. Given the reactants C(OC([N:8]([C:16]1[C:21]([O:22][CH3:23])=[N:20][C:19](B2OC(C)(C)C(C)(C)O2)=[CH:18][N:17]=1)C(OC(C)(C)C)=O)=O)(C)(C)C.[F:33][CH:34]([F:53])[CH2:35][N:36]1[CH:40]=[C:39]([C:41]2[CH:46]=[CH:45][N:44]=[C:43]([NH:47][CH2:48][CH2:49][C:50]#[N:51])[N:42]=2)[C:38](I)=[N:37]1.[F-].[Cs+].[I-], predict the reaction product. (4) Given the reactants [OH:1][C:2]1[CH:10]=[C:6]([C:7]([OH:9])=[O:8])[C:5]([NH2:11])=[CH:4][CH:3]=1.Cl[C:13](Cl)([O:15]C(=O)OC(Cl)(Cl)Cl)Cl, predict the reaction product. The product is: [OH:1][C:2]1[CH:3]=[CH:4][C:5]2[NH:11][C:13](=[O:15])[O:8][C:7](=[O:9])[C:6]=2[CH:10]=1. (5) The product is: [Cl:1][C:2]1[CH:3]=[C:4]([N:12]([C@H:15]2[CH2:16][CH2:17][C@H:18]([N:21]([CH3:22])[CH3:23])[CH2:19][CH2:20]2)[CH2:13][CH3:14])[C:5]([CH3:11])=[C:6]([CH:10]=1)[C:7]([NH:63][CH2:62][C:61]1[C:57]([O:56][CH3:55])=[N:58][N:59]([CH3:70])[C:60]=1[N:64]1[CH2:69][CH2:68][O:67][CH2:66][CH2:65]1)=[O:9]. Given the reactants [Cl:1][C:2]1[CH:3]=[C:4]([N:12]([C@H:15]2[CH2:20][CH2:19][C@H:18]([N:21]([CH3:23])[CH3:22])[CH2:17][CH2:16]2)[CH2:13][CH3:14])[C:5]([CH3:11])=[C:6]([CH:10]=1)[C:7]([OH:9])=O.CN(C(ON1N=NC2C=CC=CC1=2)=[N+](C)C)C.[B-](F)(F)(F)F.CCN(C(C)C)C(C)C.[CH3:55][O:56][C:57]1[C:61]([CH2:62][NH2:63])=[C:60]([N:64]2[CH2:69][CH2:68][O:67][CH2:66][CH2:65]2)[N:59]([CH3:70])[N:58]=1, predict the reaction product. (6) Given the reactants [OH:1][C:2]1[CH:3]=[C:4]([C:8]2[N:9]=[C:10]([N:28]3[CH2:33][CH2:32][O:31][CH2:30][CH2:29]3)[C:11]3[N:16]=[N:15][N:14]([CH2:17][C:18]4[CH:27]=[CH:26][C:21]([C:22]([O:24]C)=[O:23])=[CH:20][CH:19]=4)[C:12]=3[N:13]=2)[CH:5]=[CH:6][CH:7]=1.[OH-].[Na+].Cl, predict the reaction product. The product is: [OH:1][C:2]1[CH:3]=[C:4]([C:8]2[N:9]=[C:10]([N:28]3[CH2:29][CH2:30][O:31][CH2:32][CH2:33]3)[C:11]3[N:16]=[N:15][N:14]([CH2:17][C:18]4[CH:19]=[CH:20][C:21]([C:22]([OH:24])=[O:23])=[CH:26][CH:27]=4)[C:12]=3[N:13]=2)[CH:5]=[CH:6][CH:7]=1.